Dataset: Reaction yield outcomes from USPTO patents with 853,638 reactions. Task: Predict the reaction yield, written as a fraction of the theoretical maximum amount of product (1.0 means a 100% yield; for example, 0.34 means a 34% yield). The reactants are [F:1][C:2]1[CH:7]=[C:6]([I:8])[CH:5]=[CH:4][C:3]=1[NH:9][C:10]1[C:18]2[C:13](=[CH:14][N:15]=[CH:16][CH:17]=2)[O:12][C:11]=1[C:19]([O:21]CC)=O.[OH-].[Na+].[CH3:26][C:27]1([CH3:35])[O:31][C@@H:30]([CH2:32][O:33][NH2:34])[CH2:29][O:28]1.C1C=CC2N(O)N=NC=2C=1.CCN(C(C)C)C(C)C. The catalyst is C1COCC1.CO. The product is [CH3:26][C:27]1([CH3:35])[O:31][C@@H:30]([CH2:32][O:33][NH:34][C:19]([C:11]2[O:12][C:13]3=[CH:14][N:15]=[CH:16][CH:17]=[C:18]3[C:10]=2[NH:9][C:3]2[CH:4]=[CH:5][C:6]([I:8])=[CH:7][C:2]=2[F:1])=[O:21])[CH2:29][O:28]1. The yield is 0.450.